From a dataset of Reaction yield outcomes from USPTO patents with 853,638 reactions. Predict the reaction yield, written as a fraction of the theoretical maximum amount of product (1.0 means a 100% yield; for example, 0.34 means a 34% yield). (1) The yield is 0.590. The reactants are [CH2:1]([C@@:4]1([C:26]2[CH:31]=[CH:30][C:29]([F:32])=[CH:28][CH:27]=2)[O:9][C:8](=[O:10])[N:7]([C@H:11]([C:13]2[CH:18]=[CH:17][C:16]([C:19]3[CH:20]=[N:21][C:22](N)=[CH:23][CH:24]=3)=[CH:15][CH:14]=2)[CH3:12])[CH2:6][CH2:5]1)[CH:2]=[CH2:3].N([O-])=[O:34].[Na+].[OH-].[Na+]. The product is [CH2:1]([C@@:4]1([C:26]2[CH:27]=[CH:28][C:29]([F:32])=[CH:30][CH:31]=2)[O:9][C:8](=[O:10])[N:7]([C@H:11]([C:13]2[CH:14]=[CH:15][C:16]([C:19]3[CH:24]=[CH:23][C:22](=[O:34])[NH:21][CH:20]=3)=[CH:17][CH:18]=2)[CH3:12])[CH2:6][CH2:5]1)[CH:2]=[CH2:3]. The catalyst is OS(O)(=O)=O. (2) The reactants are [Cl:1][C:2]1[C:3]([O:29][C@H:30]2[CH2:34][CH2:33][CH2:32][C@@H:31]2[C:35]2[N:39]([CH3:40])[N:38]=[CH:37][CH:36]=2)=[CH:4][C:5]([F:28])=[C:6]([S:8]([N:11](CC2C=CC(OC)=CC=2OC)[C:12]2[S:13][CH:14]=[N:15][N:16]=2)(=[O:10])=[O:9])[CH:7]=1.C([SiH](CC)CC)C.FC(F)(F)C(O)=O. The catalyst is ClCCl. The product is [Cl:1][C:2]1[C:3]([O:29][C@H:30]2[CH2:34][CH2:33][CH2:32][C@@H:31]2[C:35]2[N:39]([CH3:40])[N:38]=[CH:37][CH:36]=2)=[CH:4][C:5]([F:28])=[C:6]([S:8]([NH:11][C:12]2[S:13][CH:14]=[N:15][N:16]=2)(=[O:9])=[O:10])[CH:7]=1. The yield is 0.750.